Dataset: CYP3A4 inhibition data for predicting drug metabolism from PubChem BioAssay. Task: Regression/Classification. Given a drug SMILES string, predict its absorption, distribution, metabolism, or excretion properties. Task type varies by dataset: regression for continuous measurements (e.g., permeability, clearance, half-life) or binary classification for categorical outcomes (e.g., BBB penetration, CYP inhibition). Dataset: cyp3a4_veith. (1) The drug is Nc1ccccc1Nc1ccccc1. The result is 0 (non-inhibitor). (2) The drug is CC1(C)Oc2ccc(NC(=O)c3ccco3)cc2O1. The result is 0 (non-inhibitor). (3) The molecule is O=C(O)COC(=O)Cc1ccccc1Nc1c(Cl)cccc1Cl. The result is 0 (non-inhibitor). (4) The molecule is CC(C)NC(=O)c1noc2cc([N+](=O)[O-])ccc12. The result is 0 (non-inhibitor). (5) The compound is NC(=O)c1cccc(N)c1. The result is 0 (non-inhibitor).